This data is from Catalyst prediction with 721,799 reactions and 888 catalyst types from USPTO. The task is: Predict which catalyst facilitates the given reaction. (1) Reactant: [NH:1]1[CH:9]=[C:7]([CH3:8])[C:5](=[O:6])[NH:4][C:2]1=[O:3].C(O[C@@H:14]1[CH2:18][C@H:17]([O:19][CH:20]([P:31]([O:35][CH3:36])([O:33][CH3:34])=[O:32])[C:21]([O:23][CH2:24][C:25]2[CH:30]=[CH:29][CH:28]=[CH:27][CH:26]=2)=[O:22])[CH:16]=[CH:15]1)(=O)C.C([O-])([O-])=O.[Na+].[Na+]. Product: [CH3:34][O:33][P:31]([CH:20]([O:19][C@H:17]1[CH2:18][C@@H:14]([N:1]2[CH:9]=[C:7]([CH3:8])[C:5](=[O:6])[NH:4][C:2]2=[O:3])[CH:15]=[CH:16]1)[C:21]([O:23][CH2:24][C:25]1[CH:30]=[CH:29][CH:28]=[CH:27][CH:26]=1)=[O:22])([O:35][CH3:36])=[O:32]. The catalyst class is: 10. (2) Reactant: [Cl:1][C:2]1[CH:11]=[CH:10][CH:9]=[C:8]2[C:3]=1[C:4](=[O:40])[N:5]([N:25]1[CH2:32][C:29]3([CH2:31][CH2:30]3)[N:28](C(OC(C)(C)C)=O)[CH2:27][CH2:26]1)[C:6]([C@@H:12]([NH:14][C:15]1[C:20]([C:21]#[N:22])=[C:19]([NH2:23])[N:18]=[C:17]([NH2:24])[N:16]=1)[CH3:13])=[N:7]2.FC(F)(F)C(O)=O. Product: [NH2:24][C:17]1[N:18]=[C:19]([NH2:23])[C:20]([C:21]#[N:22])=[C:15]([NH:14][C@H:12]([C:6]2[N:5]([N:25]3[CH2:32][C:29]4([CH2:31][CH2:30]4)[NH:28][CH2:27][CH2:26]3)[C:4](=[O:40])[C:3]3[C:8](=[CH:9][CH:10]=[CH:11][C:2]=3[Cl:1])[N:7]=2)[CH3:13])[N:16]=1. The catalyst class is: 4. (3) Reactant: Cl[C:2]1[CH:7]=[CH:6][C:5]([N+:8]([O-:10])=[O:9])=[CH:4][C:3]=1[CH2:11][OH:12].C(S)[CH2:14][S:15]([O-])(=O)=O.[Na+]. Product: [OH:12][CH2:11][C:3]1[CH:4]=[C:5]([N+:8]([O-:10])=[O:9])[CH:6]=[CH:7][C:2]=1[S:15][CH3:14]. The catalyst class is: 376.